Dataset: Full USPTO retrosynthesis dataset with 1.9M reactions from patents (1976-2016). Task: Predict the reactants needed to synthesize the given product. (1) Given the product [CH3:25][C:20]1[CH:21]=[C:22]([CH3:24])[N:23]=[C:18]([NH:1][CH2:2][C@@H:3]2[CH2:8][CH2:7][C@H:6]([CH3:9])[CH2:5][N:4]2[C:10]([O:12][C:13]([CH3:15])([CH3:14])[CH3:16])=[O:11])[N:19]=1, predict the reactants needed to synthesize it. The reactants are: [NH2:1][CH2:2][C@@H:3]1[CH2:8][CH2:7][C@H:6]([CH3:9])[CH2:5][N:4]1[C:10]([O:12][C:13]([CH3:16])([CH3:15])[CH3:14])=[O:11].Cl[C:18]1[N:23]=[C:22]([CH3:24])[CH:21]=[C:20]([CH3:25])[N:19]=1.CCN(C(C)C)C(C)C.[NH4+].[Cl-]. (2) Given the product [C:13]1([CH:19]2[O:24][CH2:23][CH:22]([O:25][N:46]3[C:50](=[O:51])[C:49]4[C:48](=[CH:55][CH:54]=[CH:53][CH:52]=4)[C:47]3=[O:56])[CH2:21][O:20]2)[CH:14]=[CH:15][CH:16]=[CH:17][CH:18]=1, predict the reactants needed to synthesize it. The reactants are: N(C(OCC)=O)=NC(OCC)=O.[C:13]1([CH:19]2[O:24][CH2:23][CH:22]([OH:25])[CH2:21][O:20]2)[CH:18]=[CH:17][CH:16]=[CH:15][CH:14]=1.C1(P(C2C=CC=CC=2)C2C=CC=CC=2)C=CC=CC=1.O[N:46]1[C:50](=[O:51])[C:49]2=[CH:52][CH:53]=[CH:54][CH:55]=[C:48]2[C:47]1=[O:56]. (3) Given the product [F:1][C:2]1[CH:9]=[CH:8][C:7]([I:10])=[CH:6][C:3]=1[CH:4]=[N:35][C:17]([O:16][Si:15]([CH3:30])([CH3:29])[CH3:11])=[CH2:18], predict the reactants needed to synthesize it. The reactants are: [F:1][C:2]1[CH:9]=[CH:8][C:7]([I:10])=[CH:6][C:3]=1[CH:4]=O.[C:11]([Si:15]([CH3:30])([CH3:29])[O:16][CH2:17][CH2:18]OC1C=CC(I)=CC=1C=O)(C)(C)C.C[Si]([NH:35][Si](C)(C)C)(C)C.C([Li])CCC.C[Si](Cl)(C)C.C(N(CC)CC)C.C(Cl)(=O)C.